From a dataset of Forward reaction prediction with 1.9M reactions from USPTO patents (1976-2016). Predict the product of the given reaction. (1) The product is: [Cl:1][C:2]1[CH:7]=[CH:6][C:5]([O:8][CH3:9])=[CH:4][C:3]=1[C:10]1[CH:20]=[C:19]([CH3:21])[C:13]2[N:14]=[C:15]([NH:18][C:23]3[CH:36]=[CH:35][CH:34]=[C:25]([O:26][CH2:27][CH2:28][N:29]4[CH2:30][CH2:31][CH2:32][CH2:33]4)[CH:24]=3)[N:16]=[N:17][C:12]=2[CH:11]=1. Given the reactants [Cl:1][C:2]1[CH:7]=[CH:6][C:5]([O:8][CH3:9])=[CH:4][C:3]=1[C:10]1[CH:20]=[C:19]([CH3:21])[C:13]2[N:14]=[C:15]([NH2:18])[N:16]=[N:17][C:12]=2[CH:11]=1.Br[C:23]1[CH:24]=[C:25]([CH:34]=[CH:35][CH:36]=1)[O:26][CH2:27][CH2:28][N:29]1[CH2:33][CH2:32][CH2:31][CH2:30]1.C(=O)([O-])[O-].[Cs+].[Cs+].C1(P(C2C=CC=CC=2)C2C3OC4C(=CC=CC=4P(C4C=CC=CC=4)C4C=CC=CC=4)C(C)(C)C=3C=CC=2)C=CC=CC=1, predict the reaction product. (2) Given the reactants CCN=C=NC[CH2:7][CH2:8][N:9]([CH3:11])[CH3:10].C(N(CC)CC)C.[NH2:19][CH2:20][CH2:21][C:22]1[CH:27]=[CH:26][C:25]([O:28][C:29](=[O:38])[N:30]([CH3:37])[C:31]2[CH:36]=[CH:35][CH:34]=[CH:33][CH:32]=2)=[CH:24][CH:23]=1.C(O)(C(F)(F)F)=[O:40], predict the reaction product. The product is: [CH3:10][N:9]([CH3:11])[CH2:8][C:7]([NH:19][CH2:20][CH2:21][C:22]1[CH:23]=[CH:24][C:25]([O:28][C:29](=[O:38])[N:30]([CH3:37])[C:31]2[CH:32]=[CH:33][CH:34]=[CH:35][CH:36]=2)=[CH:26][CH:27]=1)=[O:40]. (3) Given the reactants Br[CH:2]([C:4]1[CH:5]=[C:6]([C:21]([N:23]([CH3:25])[CH3:24])=[O:22])[CH:7]=[C:8]2[C:13]=1[O:12][C:11]([N:14]1[CH2:19][CH2:18][O:17][CH2:16][CH2:15]1)=[CH:10][C:9]2=[O:20])[CH3:3].C(N(CC)C1C=CC=CC=1)C.[C:37]([C:39]1[CH:40]=[C:41]([CH:44]=[C:45]([F:47])[CH:46]=1)[NH:42][CH3:43])#[CH:38], predict the reaction product. The product is: [C:37]([C:39]1[CH:40]=[C:41]([N:42]([CH3:43])[CH:2]([C:4]2[CH:5]=[C:6]([C:21]([N:23]([CH3:25])[CH3:24])=[O:22])[CH:7]=[C:8]3[C:13]=2[O:12][C:11]([N:14]2[CH2:19][CH2:18][O:17][CH2:16][CH2:15]2)=[CH:10][C:9]3=[O:20])[CH3:3])[CH:44]=[C:45]([F:47])[CH:46]=1)#[CH:38]. (4) The product is: [N+:17]([C:20]1[CH:27]=[CH:26][CH:25]=[CH:24][C:21]=1[CH2:22][NH:1][C:2]1[CH:16]=[CH:15][C:5]2[C:6](=[O:14])[NH:7][C:8]3[C:13]([C:4]=2[CH:3]=1)=[CH:12][CH:11]=[CH:10][N:9]=3)([O-:19])=[O:18]. Given the reactants [NH2:1][C:2]1[CH:16]=[CH:15][C:5]2[C:6](=[O:14])[NH:7][C:8]3[C:13]([C:4]=2[CH:3]=1)=[CH:12][CH:11]=[CH:10][N:9]=3.[N+:17]([C:20]1[CH:27]=[CH:26][CH:25]=[CH:24][C:21]=1[CH2:22]Br)([O-:19])=[O:18], predict the reaction product. (5) Given the reactants C(Cl)Cl.Br[C:5]1[CH:13]=[CH:12][CH:11]=[C:10]2[C:6]=1[CH:7]=[CH:8][NH:9]2.[B:14]1([B:14]2[O:18][C:17]([CH3:20])([CH3:19])[C:16]([CH3:22])([CH3:21])[O:15]2)[O:18][C:17]([CH3:20])([CH3:19])[C:16]([CH3:22])([CH3:21])[O:15]1.C([O-])(=O)C.[K+], predict the reaction product. The product is: [CH3:21][C:16]1([CH3:22])[C:17]([CH3:20])([CH3:19])[O:18][B:14]([C:5]2[CH:13]=[CH:12][CH:11]=[C:10]3[C:6]=2[CH:7]=[CH:8][NH:9]3)[O:15]1. (6) Given the reactants [CH2:1]([O:3][C:4](=[O:21])[CH:5]([NH:11][C:12](=[O:20])[C:13]1[CH:18]=[CH:17][CH:16]=[C:15]([I:19])[CH:14]=1)[C:6]([O:8][CH2:9][CH3:10])=[O:7])[CH3:2].C(=O)([O-])[O-].[Cs+].[Cs+].I[CH2:29][Si:30]([CH3:33])([CH3:32])[CH3:31], predict the reaction product. The product is: [CH2:9]([O:8][C:6](=[O:7])[C:5]([NH:11][C:12](=[O:20])[C:13]1[CH:18]=[CH:17][CH:16]=[C:15]([I:19])[CH:14]=1)([CH2:29][Si:30]([CH3:33])([CH3:32])[CH3:31])[C:4]([O:3][CH2:1][CH3:2])=[O:21])[CH3:10].